This data is from Catalyst prediction with 721,799 reactions and 888 catalyst types from USPTO. The task is: Predict which catalyst facilitates the given reaction. (1) Reactant: ClC(Cl)(Cl)[C:3]([N:5]=C=O)=[O:4].[NH2:10][C:11]1[NH:12][C:13]2[C:18]([C:19]=1[C:20]([NH2:22])=[O:21])=[CH:17][CH:16]=[C:15]([O:23][CH3:24])[CH:14]=2.N.CO. Product: [NH2:5][C:3]([NH:10][C:11]1[NH:12][C:13]2[C:18]([C:19]=1[C:20]([NH2:22])=[O:21])=[CH:17][CH:16]=[C:15]([O:23][CH3:24])[CH:14]=2)=[O:4]. The catalyst class is: 7. (2) Reactant: [C:1]([C:3]1[CH:8]=[CH:7][C:6](B(O)O)=[CH:5][CH:4]=1)#[N:2].C(=O)([O-])[O-].[Na+].[Na+].Br[C:19]1[CH:35]=[CH:34][C:22]([O:23][C@H:24]([CH3:33])[CH2:25][NH:26][S:27]([CH:30]([CH3:32])[CH3:31])(=[O:29])=[O:28])=[CH:21][CH:20]=1.CC(O)C(O)C. Product: [CH3:33][C@@H:24]([O:23][C:22]1[CH:34]=[CH:35][C:19]([C:6]2[CH:7]=[CH:8][C:3]([C:1]#[N:2])=[CH:4][CH:5]=2)=[CH:20][CH:21]=1)[CH2:25][NH:26][S:27]([CH:30]([CH3:31])[CH3:32])(=[O:28])=[O:29]. The catalyst class is: 73. (3) Reactant: [Cl:1][C:2]1[CH:3]=[C:4]([CH2:8][CH2:9][C:10]([OH:12])=O)[CH:5]=[CH:6][CH:7]=1.[CH:13]1[CH:14]=[CH:15][C:16]2N(O)N=[N:19][C:17]=2[CH:18]=1.[CH3:23]CN=C=NCCCN(C)C.CCN(C(C)C)C(C)C. Product: [Cl:1][C:2]1[CH:3]=[C:4]([CH2:8][CH2:9][C:10]([NH:19][C@H:17]2[CH2:18][CH2:13][C@H:14]([CH3:23])[CH2:15][CH2:16]2)=[O:12])[CH:5]=[CH:6][CH:7]=1. The catalyst class is: 2. (4) The catalyst class is: 16. Reactant: Br[C:2]1[CH:9]=[CH:8][CH:7]=[CH:6][C:3]=1[CH:4]=[O:5].[Br:10][C:11]1[CH:16]=[CH:15][C:14]([S:17]([O-:19])=[O:18])=[CH:13][CH:12]=1.[Na+].CN(C)CCN.O. Product: [Br:10][C:11]1[CH:16]=[CH:15][C:14]([S:17]([C:2]2[CH:9]=[CH:8][CH:7]=[CH:6][C:3]=2[CH:4]=[O:5])(=[O:19])=[O:18])=[CH:13][CH:12]=1. (5) Reactant: CO.[BH4-].[Na+].[CH3:5][O:6][C:7]1[CH:8]=[CH:9][C:10]2[N:11]([N:13]=[C:14]([C:28]3[CH:32]=[CH:31][S:30][CH:29]=3)[C:15]=2[C:16]([C:18]2[N:23]=[C:22]([C:24]([O:26][CH3:27])=[O:25])[CH:21]=[CH:20][CH:19]=2)=[O:17])[CH:12]=1.[Cl-].[NH4+]. Product: [OH:17][CH:16]([C:15]1[C:14]([C:28]2[CH:32]=[CH:31][S:30][CH:29]=2)=[N:13][N:11]2[CH:12]=[C:7]([O:6][CH3:5])[CH:8]=[CH:9][C:10]=12)[C:18]1[N:23]=[C:22]([C:24]([O:26][CH3:27])=[O:25])[CH:21]=[CH:20][CH:19]=1. The catalyst class is: 4.